This data is from Forward reaction prediction with 1.9M reactions from USPTO patents (1976-2016). The task is: Predict the product of the given reaction. Given the reactants [N:1]([CH:4]([C:6]1[CH:7]=[CH:8][C:9]([F:18])=[C:10]([N:12]2[CH2:17][CH2:16][O:15][CH2:14][CH2:13]2)[CH:11]=1)[CH3:5])=[N+]=[N-].[H-].[H-].[H-].[H-].[Li+].[Al+3], predict the reaction product. The product is: [F:18][C:9]1[CH:8]=[CH:7][C:6]([CH:4]([NH2:1])[CH3:5])=[CH:11][C:10]=1[N:12]1[CH2:13][CH2:14][O:15][CH2:16][CH2:17]1.